Dataset: Forward reaction prediction with 1.9M reactions from USPTO patents (1976-2016). Task: Predict the product of the given reaction. (1) Given the reactants Br[C:2]1[N:7]=[CH:6][C:5]([OH:8])=[CH:4][CH:3]=1.[CH3:9][S:10]([C:13]1[CH:18]=[CH:17][C:16](B(O)O)=[CH:15][CH:14]=1)(=[O:12])=[O:11].C([O-])([O-])=O.[Na+].[Na+].COCCOC, predict the reaction product. The product is: [CH3:9][S:10]([C:13]1[CH:18]=[CH:17][C:16]([C:2]2[N:7]=[CH:6][C:5]([OH:8])=[CH:4][CH:3]=2)=[CH:15][CH:14]=1)(=[O:12])=[O:11]. (2) Given the reactants C1C(=O)N([Cl:8])C(=O)C1.C(O)(=O)C.[CH2:13]([NH:15][C:16](=[O:18])[O-:17])[CH3:14].[CH3:19][C:20]1[CH:21]=[CH:22][C:23]2[CH:24]([CH3:32])[CH:25]3[CH2:29][NH:28][CH2:27][CH:26]3[C:30]=2[CH:31]=1, predict the reaction product. The product is: [CH2:13]([NH:15][C:16](=[O:17])[O-:18])[CH3:14].[CH3:19][C:20]1[C:21]([Cl:8])=[CH:22][C:23]2[CH:24]([CH3:32])[CH:25]3[CH2:29][NH:28][CH2:27][CH:26]3[C:30]=2[CH:31]=1. (3) Given the reactants [F:1][C:2]1[CH:3]=[C:4]([CH2:8][CH2:9][C:10]2[N:18]=[CH:17][CH:16]=[CH:15][C:11]=2[C:12]([OH:14])=O)[CH:5]=[CH:6][CH:7]=1.[OH-].[Na+], predict the reaction product. The product is: [F:1][C:2]1[CH:7]=[CH:6][C:5]2[C:12](=[O:14])[C:11]3[C:10]([CH2:9][CH2:8][C:4]=2[CH:3]=1)=[N:18][CH:17]=[CH:16][CH:15]=3. (4) Given the reactants C[OH:2].NC1C=CN=CC=1.[CH2:10]([O:17][CH2:18][C@@H:19]1[O:21][CH2:20]1)[C:11]1[CH:16]=[CH:15][CH:14]=[CH:13][CH:12]=1.[C]=O.[CH3:24][O:25][C:26](C)(C)C, predict the reaction product. The product is: [CH3:24][O:25][C:26](=[O:2])[CH2:20][C@@H:19]([OH:21])[CH2:18][O:17][CH2:10][C:11]1[CH:12]=[CH:13][CH:14]=[CH:15][CH:16]=1. (5) Given the reactants [CH3:1][C:2]1[N:3]=[CH:4][C:5]([C:8]([O:10][CH3:11])=[O:9])=[N:6][CH:7]=1.[Br:12]Br, predict the reaction product. The product is: [Br:12][CH2:1][C:2]1[N:3]=[CH:4][C:5]([C:8]([O:10][CH3:11])=[O:9])=[N:6][CH:7]=1. (6) Given the reactants [Cl:1][C:2]1[CH:10]=[C:9]2[C:5]([C:6]([OH:16])([CH2:12][C:13](=[O:15])[CH3:14])[C:7](=[O:11])[NH:8]2)=[CH:4][C:3]=1[F:17].C(OCC)(OCC)[O:19][CH2:20][CH3:21].CC1OCCC1.[Na+].[Cl-], predict the reaction product. The product is: [Cl:1][C:2]1[CH:10]=[C:9]2[C:5]([C:6]([OH:16])([CH2:12][C:13]3([CH3:14])[O:19][CH2:20][CH2:21][O:15]3)[C:7](=[O:11])[NH:8]2)=[CH:4][C:3]=1[F:17]. (7) Given the reactants [F:1][C:2]1[CH:10]=[CH:9][C:8]([F:11])=[CH:7][C:3]=1C(O)=O.C(N(CC)CC)C.C1(OP(N=[N+]=[N-])(=O)OC2C=CC=CC=2)C=CC=CC=1.FC1C=CC(F)=CC=1[C:41]([N:43]=[N+]=[N-])=[O:42].[NH2:51][C:52]1[CH:57]=[CH:56][C:55]([C:58]2[CH:66]=[CH:65][C:64]([C:67]3[NH:68][C:69]([CH3:72])=[CH:70][N:71]=3)=[C:63]3[C:59]=2[CH2:60][NH:61][C:62]3=[O:73])=[C:54]([F:74])[CH:53]=1, predict the reaction product. The product is: [F:1][C:2]1[CH:10]=[CH:9][C:8]([F:11])=[CH:7][C:3]=1[NH:43][C:41]([NH:51][C:52]1[CH:57]=[CH:56][C:55]([C:58]2[CH:66]=[CH:65][C:64]([C:67]3[NH:68][C:69]([CH3:72])=[CH:70][N:71]=3)=[C:63]3[C:59]=2[CH2:60][NH:61][C:62]3=[O:73])=[C:54]([F:74])[CH:53]=1)=[O:42]. (8) Given the reactants [Cl:1][C:2]1[CH:8]=[C:7]([O:9][C:10]2[C:19]3[C:14](=[CH:15][C:16]([O:22][CH3:23])=[C:17]([O:20][CH3:21])[CH:18]=3)[N:13]=[CH:12][N:11]=2)[CH:6]=[CH:5][C:3]=1[NH2:4].C1(C)C=CC=CC=1.C(N(CC)CC)C.ClC(Cl)(O[C:42](=[O:48])[O:43][C:44](Cl)(Cl)Cl)Cl.[CH3:50][O:51][C:52]1[CH:62]=[CH:61][C:55]([O:56][CH2:57][CH2:58]CO)=[CH:54][CH:53]=1, predict the reaction product. The product is: [Cl:1][C:2]1[CH:8]=[C:7]([O:9][C:10]2[C:19]3[C:14](=[CH:15][C:16]([O:22][CH3:23])=[C:17]([O:20][CH3:21])[CH:18]=3)[N:13]=[CH:12][N:11]=2)[CH:6]=[CH:5][C:3]=1[NH:4][C:42](=[O:48])[O:43][CH2:44][CH2:58][CH2:57][O:56][C:55]1[CH:61]=[CH:62][C:52]([O:51][CH3:50])=[CH:53][CH:54]=1. (9) Given the reactants [NH2:1][C:2]1[C:7]([N+:8]([O-])=O)=[CH:6][C:5]([C:11]2[CH:16]=[CH:15][C:14]([CH3:17])=[CH:13][CH:12]=2)=[CH:4][N:3]=1.[H][H], predict the reaction product. The product is: [NH2:1][C:2]1[C:7]([NH2:8])=[CH:6][C:5]([C:11]2[CH:16]=[CH:15][C:14]([CH3:17])=[CH:13][CH:12]=2)=[CH:4][N:3]=1. (10) Given the reactants [F:1][C:2]([F:35])([F:34])[C:3]1[CH:4]=[C:5]([C@H:13]([O:15][C@@H:16]2[C@@H:25]([C:26]3[CH:31]=[CH:30][C:29]([F:32])=[CH:28][CH:27]=3)[C:24]3[N:23]=[C:22](Cl)[CH:21]=[CH:20][C:19]=3[CH2:18][CH2:17]2)[CH3:14])[CH:6]=[C:7]([C:9]([F:12])([F:11])[F:10])[CH:8]=1.[C:36]([O:39]C(=O)C)(=[O:38])[CH3:37], predict the reaction product. The product is: [C:36]([O:39][C:21]1[CH:22]=[N:23][C:24]2[C@H:25]([C:26]3[CH:31]=[CH:30][C:29]([F:32])=[CH:28][CH:27]=3)[C@@H:16]([O:15][C@@H:13]([C:5]3[CH:4]=[C:3]([C:2]([F:35])([F:34])[F:1])[CH:8]=[C:7]([C:9]([F:12])([F:11])[F:10])[CH:6]=3)[CH3:14])[CH2:17][CH2:18][C:19]=2[CH:20]=1)(=[O:38])[CH3:37].